This data is from Full USPTO retrosynthesis dataset with 1.9M reactions from patents (1976-2016). The task is: Predict the reactants needed to synthesize the given product. Given the product [Cl:20][C:16]1[C:17]([Cl:19])=[CH:18][CH:13]=[CH:14][C:15]=1[N:21]1[CH2:26][CH2:25][N:24]([CH2:27][CH2:28][CH2:29][CH2:30][O:31][C:32]2[CH:37]=[C:36]3[C:35]([CH2:42][CH2:41][C:39](=[O:40])[N:38]3[C:47]([O:46][CH:43]([CH3:45])[CH3:44])=[O:48])=[CH:34][CH:33]=2)[CH2:23][CH2:22]1, predict the reactants needed to synthesize it. The reactants are: C(NC(C)C)(C)C.[Li]CCCC.[CH:13]1[CH:14]=[C:15]([N:21]2[CH2:26][CH2:25][N:24]([CH2:27][CH2:28][CH2:29][CH2:30][O:31][C:32]3[CH:33]=[CH:34][C:35]4[CH2:42][CH2:41][C:39](=[O:40])[NH:38][C:36]=4[CH:37]=3)[CH2:23][CH2:22]2)[C:16]([Cl:20])=[C:17]([Cl:19])[CH:18]=1.[CH:43]([O:46][C:47](Cl)=[O:48])([CH3:45])[CH3:44].